This data is from Forward reaction prediction with 1.9M reactions from USPTO patents (1976-2016). The task is: Predict the product of the given reaction. (1) Given the reactants [CH2:1]([C:3]1[C:8](=[O:9])[NH:7][C:6]([CH3:10])=[C:5]([C:11]2[CH:16]=[C:15]([C:17]([OH:19])=O)[CH:14]=[CH:13][N:12]=2)[CH:4]=1)[CH3:2].[NH:20]1[CH2:24][CH2:23][CH2:22][CH2:21]1, predict the reaction product. The product is: [CH2:1]([C:3]1[C:8](=[O:9])[NH:7][C:6]([CH3:10])=[C:5]([C:11]2[CH:16]=[C:15]([C:17]([N:20]3[CH2:24][CH2:23][CH2:22][CH2:21]3)=[O:19])[CH:14]=[CH:13][N:12]=2)[CH:4]=1)[CH3:2]. (2) Given the reactants [OH:1][CH2:2][CH2:3][CH2:4][NH:5][C:6]1[C:7]2[N:8]([C:20]([CH:23]=[O:24])=[CH:21][N:22]=2)[C:9]2[C:14]([N:15]=1)=[CH:13][C:12]([C:16]([F:19])([F:18])[F:17])=[CH:11][CH:10]=2.[BH4-].[Na+], predict the reaction product. The product is: [OH:24][CH2:23][C:20]1[N:8]2[C:9]3[C:14]([N:15]=[C:6]([NH:5][CH2:4][CH2:3][CH2:2][OH:1])[C:7]2=[N:22][CH:21]=1)=[CH:13][C:12]([C:16]([F:17])([F:19])[F:18])=[CH:11][CH:10]=3. (3) Given the reactants [CH3:1][N:2]1[C:10]([CH3:11])=[C:9]2[C:4]([CH:5]=[C:6]([NH:12][C:13]3[N:18]=[C:17]([NH:19][CH:20]4[CH2:27][CH:23]5[CH2:24][NH:25][CH2:26][CH:22]5[CH2:21]4)[C:16]([CH3:28])=[CH:15][N:14]=3)[CH:7]=[CH:8]2)=[N:3]1.[C:29]([CH2:31][C:32](O)=[O:33])#[N:30].C1C=NC2N(O)N=NC=2C=1.CCN=C=NCCCN(C)C, predict the reaction product. The product is: [CH3:1][N:2]1[C:10]([CH3:11])=[C:9]2[C:4]([CH:5]=[C:6]([NH:12][C:13]3[N:18]=[C:17]([NH:19][CH:20]4[CH2:27][CH:23]5[CH2:24][N:25]([C:32](=[O:33])[CH2:31][C:29]#[N:30])[CH2:26][CH:22]5[CH2:21]4)[C:16]([CH3:28])=[CH:15][N:14]=3)[CH:7]=[CH:8]2)=[N:3]1. (4) Given the reactants [NH:1]1[CH2:6][CH2:5][CH2:4][CH2:3][CH2:2]1.[CH:7](=O)[C:8]1[CH:13]=[CH:12][CH:11]=[CH:10][CH:9]=1.[C:15]([C:19]1[CH:24]=[C:23]([C:25]([CH3:28])([CH3:27])[CH3:26])[CH:22]=[CH:21][C:20]=1[OH:29])([CH3:18])([CH3:17])[CH3:16].CCCCCC, predict the reaction product. The product is: [C:15]([C:19]1[CH:24]=[C:23]([C:25]([CH3:28])([CH3:27])[CH3:26])[CH:22]=[C:21]([CH:7]([C:8]2[CH:13]=[CH:12][CH:11]=[CH:10][CH:9]=2)[N:1]2[CH2:6][CH2:5][CH2:4][CH2:3][CH2:2]2)[C:20]=1[OH:29])([CH3:18])([CH3:17])[CH3:16].